From a dataset of NCI-60 drug combinations with 297,098 pairs across 59 cell lines. Regression. Given two drug SMILES strings and cell line genomic features, predict the synergy score measuring deviation from expected non-interaction effect. Drug 1: CS(=O)(=O)C1=CC(=C(C=C1)C(=O)NC2=CC(=C(C=C2)Cl)C3=CC=CC=N3)Cl. Drug 2: CCCS(=O)(=O)NC1=C(C(=C(C=C1)F)C(=O)C2=CNC3=C2C=C(C=N3)C4=CC=C(C=C4)Cl)F. Cell line: SK-OV-3. Synergy scores: CSS=-2.90, Synergy_ZIP=-0.261, Synergy_Bliss=0.0923, Synergy_Loewe=-1.93, Synergy_HSA=-1.44.